Dataset: Forward reaction prediction with 1.9M reactions from USPTO patents (1976-2016). Task: Predict the product of the given reaction. (1) Given the reactants Br[C:2]1[CH:3]=[C:4]2[CH2:10][N:9]([C:11]([C:13]3[CH:18]=[C:17]([S:19]([CH3:22])(=[O:21])=[O:20])[CH:16]=[CH:15][C:14]=3[O:23][C@@H:24]([CH3:29])[C:25]([F:28])([F:27])[F:26])=[O:12])[CH2:8][C:5]2=[N:6][CH:7]=1.[F:30][C:31]1[CH:36]=[CH:35][C:34](B(O)O)=[CH:33][CH:32]=1, predict the reaction product. The product is: [F:30][C:31]1[CH:36]=[CH:35][C:34]([C:2]2[CH:3]=[C:4]3[CH2:10][N:9]([C:11]([C:13]4[CH:18]=[C:17]([S:19]([CH3:22])(=[O:20])=[O:21])[CH:16]=[CH:15][C:14]=4[O:23][C@@H:24]([CH3:29])[C:25]([F:28])([F:26])[F:27])=[O:12])[CH2:8][C:5]3=[N:6][CH:7]=2)=[CH:33][CH:32]=1. (2) Given the reactants Br[C:2]1[CH:3]=[C:4]([NH:10][C:11]2[CH:16]=[CH:15][C:14]([N:17]3[CH2:22][CH2:21][N:20]([CH:23]4[CH2:26][O:25][CH2:24]4)[CH2:19][C@H:18]3[CH3:27])=[CH:13][N:12]=2)[C:5](=[O:9])[N:6]([CH3:8])[CH:7]=1.[C:28]([O:31][CH2:32][C:33]1[C:38](B2OC(C)(C)C(C)(C)O2)=[CH:37][C:36]([F:48])=[CH:35][C:34]=1[N:49]1[C:61](=[O:62])[C:60]2[S:59][C:58]3[CH2:57][CH2:56][CH2:55][CH2:54][C:53]=3[C:52]=2[CH:51]=[N:50]1)(=[O:30])[CH3:29], predict the reaction product. The product is: [C:28]([O:31][CH2:32][C:33]1[C:34]([N:49]2[C:61](=[O:62])[C:60]3[S:59][C:58]4[CH2:57][CH2:56][CH2:55][CH2:54][C:53]=4[C:52]=3[CH:51]=[N:50]2)=[CH:35][C:36]([F:48])=[CH:37][C:38]=1[C:2]1[CH:3]=[C:4]([NH:10][C:11]2[CH:16]=[CH:15][C:14]([N:17]3[CH2:22][CH2:21][N:20]([CH:23]4[CH2:26][O:25][CH2:24]4)[CH2:19][C@H:18]3[CH3:27])=[CH:13][N:12]=2)[C:5](=[O:9])[N:6]([CH3:8])[CH:7]=1)(=[O:30])[CH3:29]. (3) Given the reactants [NH:1]1[CH:5]=[C:4]([CH2:6][CH2:7][CH2:8][CH2:9][CH2:10][CH:11]2[CH2:16][CH2:15][NH:14][CH2:13][CH2:12]2)[N:3]=[N:2]1.[C:17](Cl)(=[O:29])[O:18][CH2:19][C:20]1[CH:25]=[C:24]([C:26]#[N:27])[CH:23]=[C:22]([Cl:28])[CH:21]=1, predict the reaction product. The product is: [NH:1]1[CH:5]=[C:4]([CH2:6][CH2:7][CH2:8][CH2:9][CH2:10][CH:11]2[CH2:16][CH2:15][N:14]([C:17]([O:18][CH2:19][C:20]3[CH:25]=[C:24]([C:26]#[N:27])[CH:23]=[C:22]([Cl:28])[CH:21]=3)=[O:29])[CH2:13][CH2:12]2)[N:3]=[N:2]1. (4) Given the reactants ClC1C=C2C(=C(C(OCC3(C4C=CC(F)=CC=4)CCN(C(OC(C)(C)C)=O)CC3)C(OC)=O)C=1)NN=C2.[Cl:38][C:39]1[CH:47]=[C:46]([CH:48]([O:54][CH2:55][C:56]2([C:69]3[CH:74]=[CH:73][C:72]([F:75])=[CH:71][CH:70]=3)[CH2:61][CH2:60][N:59]([C:62]([O:64][C:65]([CH3:68])([CH3:67])[CH3:66])=[O:63])[CH2:58][CH2:57]2)[C:49]([N:51]([CH3:53])[CH3:52])=[O:50])[C:45]2[C:41](=[CH:42][N:43](COCC[Si](C)(C)C)[N:44]=2)[CH:40]=1, predict the reaction product. The product is: [Cl:38][C:39]1[CH:40]=[C:41]2[C:45](=[C:46]([CH:48]([O:54][CH2:55][C:56]3([C:69]4[CH:70]=[CH:71][C:72]([F:75])=[CH:73][CH:74]=4)[CH2:61][CH2:60][N:59]([C:62]([O:64][C:65]([CH3:67])([CH3:68])[CH3:66])=[O:63])[CH2:58][CH2:57]3)[C:49]([N:51]([CH3:53])[CH3:52])=[O:50])[CH:47]=1)[NH:44][N:43]=[CH:42]2. (5) Given the reactants [CH3:1][O:2][C:3]1[CH:8]=[C:7]([O:9][CH3:10])[CH:6]=[CH:5][C:4]=1/[C:11](/[NH:17][CH2:18][C:19]([O:21][CH2:22][CH3:23])=[O:20])=[CH:12]/[C:13]([O:15]C)=O.C[Si]([N:28]=[C:29]=[S:30])(C)C.CCCCCCC.CCOC(C)=O, predict the reaction product. The product is: [CH3:1][O:2][C:3]1[CH:8]=[C:7]([O:9][CH3:10])[CH:6]=[CH:5][C:4]=1[C:11]1[N:17]([CH2:18][C:19]([O:21][CH2:22][CH3:23])=[O:20])[C:29](=[S:30])[NH:28][C:13](=[O:15])[CH:12]=1.